Dataset: Forward reaction prediction with 1.9M reactions from USPTO patents (1976-2016). Task: Predict the product of the given reaction. (1) Given the reactants [N+:1]([C:4]1[CH:11]=[CH:10][C:7]([CH:8]=O)=[CH:6][CH:5]=1)([O-:3])=[O:2].[CH3:12][C@@H:13]1[CH2:18][NH:17][CH2:16][C@H:15]([CH3:19])[NH:14]1, predict the reaction product. The product is: [N+:1]([C:4]1[CH:11]=[CH:10][C:7]([CH2:8][N:17]2[CH2:16][C@H:15]([CH3:19])[NH:14][C@H:13]([CH3:12])[CH2:18]2)=[CH:6][CH:5]=1)([O-:3])=[O:2]. (2) Given the reactants [CH3:1][N:2]([CH3:32])[C:3]([C:5]1[CH:6]=[C:7]2[CH:25]=[C:23]([CH:24]=1)[C:22](=[O:26])[NH:21][C@H:20]([C@H:27]([OH:30])[CH2:28]Cl)[CH2:19][C:18]1[CH:31]=[C:14]([CH:15]=[CH:16][CH:17]=1)[O:13][CH2:12][CH2:11][CH2:10][CH2:9][O:8]2)=[O:4].[OH-].[Na+].[Cl-].[NH4+], predict the reaction product. The product is: [CH3:1][N:2]([CH3:32])[C:3]([C:5]1[CH:6]=[C:7]2[CH:25]=[C:23]([CH:24]=1)[C:22](=[O:26])[NH:21][C@H:20]([C@H:27]1[CH2:28][O:30]1)[CH2:19][C:18]1[CH:31]=[C:14]([CH:15]=[CH:16][CH:17]=1)[O:13][CH2:12][CH2:11][CH2:10][CH2:9][O:8]2)=[O:4]. (3) Given the reactants N1C=CN=C1CN1C(=O)COC2N=C(C3C=CC(C4(N)CCC4)=CC=3)C(C3C=CC=CC=3)=CC1=2.C(OC(=O)[NH:41][C:42]1([C:46]2[CH:51]=[CH:50][C:49]([C:52]3[C:53]([C:66]4[CH:71]=[CH:70][CH:69]=[CH:68][CH:67]=4)=[CH:54][C:55]4[N:60]([S:61]([CH3:64])(=[O:63])=[O:62])[CH2:59][CH2:58][O:57][C:56]=4[N:65]=3)=[CH:48][CH:47]=2)[CH2:45][CH2:44][CH2:43]1)(C)(C)C, predict the reaction product. The product is: [CH3:64][S:61]([N:60]1[CH2:59][CH2:58][O:57][C:56]2[N:65]=[C:52]([C:49]3[CH:48]=[CH:47][C:46]([C:42]4([NH2:41])[CH2:45][CH2:44][CH2:43]4)=[CH:51][CH:50]=3)[C:53]([C:66]3[CH:67]=[CH:68][CH:69]=[CH:70][CH:71]=3)=[CH:54][C:55]1=2)(=[O:63])=[O:62].